This data is from Catalyst prediction with 721,799 reactions and 888 catalyst types from USPTO. The task is: Predict which catalyst facilitates the given reaction. (1) Reactant: [OH:1][C@H:2]1[CH2:7][CH2:6][C@H:5]([N:8]2[C:16](=[O:17])[C:15]3[C:10](=[CH:11][CH:12]=[CH:13][CH:14]=3)[C:9]2=[O:18])[CH2:4][CH2:3]1.[N+:19]([C:22]1[CH:30]=[CH:29][C:25]([C:26](O)=[O:27])=[CH:24][CH:23]=1)([O-:21])=[O:20].C1(P(C2C=CC=CC=2)C2C=CC=CC=2)C=CC=CC=1.N(C(OCC)=O)=NC(OCC)=O.C1(C)C=CC=CC=1. Product: [N+:19]([C:22]1[CH:23]=[CH:24][C:25]([C:26]([O:1][C@H:2]2[CH2:3][CH2:4][C@@H:5]([N:8]3[C:9](=[O:18])[C:10]4[C:15](=[CH:14][CH:13]=[CH:12][CH:11]=4)[C:16]3=[O:17])[CH2:6][CH2:7]2)=[O:27])=[CH:29][CH:30]=1)([O-:21])=[O:20]. The catalyst class is: 7. (2) Reactant: [Br:1][C:2]1[CH:3]=[CH:4][C:5](F)=[C:6]([N+:8]([O-:10])=[O:9])[CH:7]=1.C(=O)([O-])[O-:13].[Cs+].[Cs+].I[CH:19]([CH3:21])[CH3:20]. Product: [Br:1][C:2]1[CH:3]=[CH:4][C:5]([O:13][CH:19]([CH3:21])[CH3:20])=[C:6]([N+:8]([O-:10])=[O:9])[CH:7]=1. The catalyst class is: 6. (3) Reactant: [NH2:1][C@:2]12[CH2:45][CH2:44][C@@H:43]([C:46]([CH3:48])=[CH2:47])[C@@H:3]1[C@@H:4]1[C@@:17]([CH3:20])([CH2:18][CH2:19]2)[C@@:16]2([CH3:21])[C@@H:7]([C@:8]3([CH3:42])[C@@H:13]([CH2:14][CH2:15]2)[C:12]([CH3:23])([CH3:22])[C:11]([C:24]2[CH2:29][CH2:28][C@@:27]([CH2:40][F:41])([C:30]([O:32][CH2:33][C:34]4[CH:39]=[CH:38][CH:37]=[CH:36][CH:35]=4)=[O:31])[CH2:26][CH:25]=2)=[CH:10][CH2:9]3)[CH2:6][CH2:5]1.[CH:49]1([C:52]([CH:57]2[CH2:59][CH2:58]2)([OH:56])[CH2:53][CH:54]=O)[CH2:51][CH2:50]1.C(=O)(O)[O-].[Na+]. Product: [CH:49]1([C:52]([CH:57]2[CH2:59][CH2:58]2)([OH:56])[CH2:53][CH2:54][NH:1][C@:2]23[CH2:45][CH2:44][C@@H:43]([C:46]([CH3:48])=[CH2:47])[C@@H:3]2[C@@H:4]2[C@@:17]([CH3:20])([CH2:18][CH2:19]3)[C@@:16]3([CH3:21])[C@@H:7]([C@:8]4([CH3:42])[C@@H:13]([CH2:14][CH2:15]3)[C:12]([CH3:22])([CH3:23])[C:11]([C:24]3[CH2:29][CH2:28][C@@:27]([CH2:40][F:41])([C:30]([O:32][CH2:33][C:34]5[CH:35]=[CH:36][CH:37]=[CH:38][CH:39]=5)=[O:31])[CH2:26][CH:25]=3)=[CH:10][CH2:9]4)[CH2:6][CH2:5]2)[CH2:51][CH2:50]1. The catalyst class is: 130. (4) Reactant: [NH2:1][C@H:2]1[CH2:6][CH2:5][C@H:4]([C:7]2[O:11][N:10]=[C:9]([CH:12]([C:14]3[CH:19]=[CH:18][C:17]([CH3:20])=[CH:16][CH:15]=3)[OH:13])[N:8]=2)[CH2:3]1.CCN(C(C)C)C(C)C.Cl[C:31]1[N:36]=[CH:35][N:34]=[C:33]2[N:37](C3CCCCO3)[N:38]=[CH:39][C:32]=12. Product: [CH3:20][C:17]1[CH:18]=[CH:19][C:14]([CH:12]([C:9]2[N:8]=[C:7]([C@H:4]3[CH2:5][CH2:6][C@H:2]([NH:1][C:31]4[N:36]=[CH:35][N:34]=[C:33]5[NH:37][N:38]=[CH:39][C:32]=45)[CH2:3]3)[O:11][N:10]=2)[OH:13])=[CH:15][CH:16]=1. The catalyst class is: 51. (5) Reactant: [CH2:1]([N:8]1[CH2:13][CH2:12][CH:11]([CH2:14][O:15][C:16](=[O:46])[C@:17]([C:25]2[CH:26]=[C:27]([CH:43]=[CH:44][CH:45]=2)[O:28][CH2:29][C:30]2[CH:42]=[CH:41][C:33]([C:34]([O:36]C(C)(C)C)=[O:35])=[CH:32][CH:31]=2)([OH:24])[C:18]2[CH:23]=[CH:22][CH:21]=[CH:20][CH:19]=2)[CH2:10][CH2:9]1)[C:2]1[CH:7]=[CH:6][CH:5]=[CH:4][CH:3]=1.[ClH:47].O1CCOCC1. Product: [ClH:47].[CH2:1]([N:8]1[CH2:13][CH2:12][CH:11]([CH2:14][O:15][C:16](=[O:46])[C@:17]([C:25]2[CH:26]=[C:27]([CH:43]=[CH:44][CH:45]=2)[O:28][CH2:29][C:30]2[CH:42]=[CH:41][C:33]([C:34]([OH:36])=[O:35])=[CH:32][CH:31]=2)([OH:24])[C:18]2[CH:23]=[CH:22][CH:21]=[CH:20][CH:19]=2)[CH2:10][CH2:9]1)[C:2]1[CH:7]=[CH:6][CH:5]=[CH:4][CH:3]=1. The catalyst class is: 12. (6) Reactant: [H-].[Na+].[CH2:3]([O:5][C:6]([C:8]1([NH:17][C:18](=[O:30])[C:19]2[CH:24]=[CH:23][CH:22]=[C:21]([CH3:25])[C:20]=2[O:26][CH:27]([CH3:29])[CH3:28])[CH2:16][C:15]2[C:10](=[CH:11][CH:12]=[CH:13][CH:14]=2)[CH2:9]1)=[O:7])[CH3:4].[CH3:31]I. Product: [CH2:3]([O:5][C:6]([C:8]1([N:17]([C:18](=[O:30])[C:19]2[CH:24]=[CH:23][CH:22]=[C:21]([CH3:25])[C:20]=2[O:26][CH:27]([CH3:29])[CH3:28])[CH3:31])[CH2:16][C:15]2[C:10](=[CH:11][CH:12]=[CH:13][CH:14]=2)[CH2:9]1)=[O:7])[CH3:4]. The catalyst class is: 1. (7) Product: [CH2:26]([NH:16][C:6]1[CH:5]=[C:4]([N+:1]([O-:3])=[O:2])[N:9]=[C:8]2[N:10]([CH:13]([CH3:15])[CH3:14])[CH:11]=[N:12][C:7]=12)[C:27]1[CH:32]=[CH:31][CH:30]=[CH:29][CH:28]=1. The catalyst class is: 3. Reactant: [N+:1]([C:4]1[N:9]=[C:8]2[N:10]([CH:13]([CH3:15])[CH3:14])[CH:11]=[N:12][C:7]2=[C:6]([N+:16]([O-])=O)[CH:5]=1)([O-:3])=[O:2].CCN(CC)CC.[CH2:26](N)[C:27]1[CH:32]=[CH:31][CH:30]=[CH:29][CH:28]=1.CCOCC.